This data is from Full USPTO retrosynthesis dataset with 1.9M reactions from patents (1976-2016). The task is: Predict the reactants needed to synthesize the given product. (1) The reactants are: [Br:1][C:2]1[CH:11]=[CH:10][C:5]([C:6]([NH:8][CH3:9])=[O:7])=[C:4]([NH:12][C:13](=O)[CH2:14][CH2:15][O:16][CH3:17])[CH:3]=1.[OH-].[Na+].O1CCOCC1. Given the product [Br:1][C:2]1[CH:3]=[C:4]2[C:5]([C:6](=[O:7])[N:8]([CH3:9])[C:13]([CH2:14][CH2:15][O:16][CH3:17])=[N:12]2)=[CH:10][CH:11]=1, predict the reactants needed to synthesize it. (2) Given the product [CH:12]([O:15][C:9]([C:2]1[N:1]=[CH:6][CH:5]=[CH:4][C:3]=1[C:7]([OH:11])=[O:8])=[O:10])([CH3:14])[CH3:13], predict the reactants needed to synthesize it. The reactants are: [N:1]1[CH:6]=[CH:5][CH:4]=[C:3]2[C:7](=[O:11])[O:8][C:9](=[O:10])[C:2]=12.[CH:12]([OH:15])([CH3:14])[CH3:13]. (3) Given the product [Br:20][C:18]1[CH:17]=[CH:16][C:15]([O:21][CH2:22][CH2:23][C:24]2[CH:25]=[CH:26][CH:27]=[CH:28][CH:29]=2)=[C:14]([CH:19]=1)[O:13][C:10]1([CH3:12])[CH2:11][NH:8][CH2:9]1, predict the reactants needed to synthesize it. The reactants are: C(OC([N:8]1[CH2:11][C:10]([O:13][C:14]2[CH:19]=[C:18]([Br:20])[CH:17]=[CH:16][C:15]=2[O:21][CH2:22][CH2:23][C:24]2[CH:29]=[CH:28][CH:27]=[CH:26][CH:25]=2)([CH3:12])[CH2:9]1)=O)(C)(C)C.C(OC(N1CC(OC2C=C(Br)C=CC=2O)(C)C1)=O)(C)(C)C.BrCCC1C=CC=CC=1.C([O-])([O-])=O.[Cs+].[Cs+]. (4) Given the product [CH2:1]([NH:3][C:4](=[O:30])[C:5]1[CH:10]=[CH:9][C:8]([CH3:11])=[C:7]([N:12]2[C:21](=[O:22])[C:20]3[C:15](=[CH:16][CH:17]=[C:18]([CH:37]=[O:41])[CH:19]=3)[N:14]=[CH:13]2)[CH:6]=1)[CH3:2], predict the reactants needed to synthesize it. The reactants are: [CH2:1]([NH:3][C:4](=[O:30])[C:5]1[CH:10]=[CH:9][C:8]([CH3:11])=[C:7]([N:12]2[C:21](=[O:22])[C:20]3[C:15](=[CH:16][CH:17]=[C:18](/C=C/C(NCC)=O)[CH:19]=3)[N:14]=[CH:13]2)[CH:6]=1)[CH3:2].I([O-])(=O)(=O)=O.[Na+].[C:37]([OH:41])(C)(C)C. (5) Given the product [NH2:24][C:21]1[CH:22]=[CH:23][C:18]([CH2:17][C:13]2[CH:14]=[CH:15][CH:16]=[C:9]([O:8][CH2:1][C:2]3[CH:7]=[CH:6][CH:5]=[CH:4][CH:3]=3)[C:10]=2[C:11]#[N:12])=[CH:19][C:20]=1[O:27][CH2:28][C:29]1[CH:34]=[CH:33][CH:32]=[CH:31][CH:30]=1, predict the reactants needed to synthesize it. The reactants are: [CH2:1]([O:8][C:9]1[CH:16]=[CH:15][CH:14]=[C:13]([CH2:17][C:18]2[CH:23]=[CH:22][C:21]([N+:24]([O-])=O)=[C:20]([O:27][CH2:28][C:29]3[CH:34]=[CH:33][CH:32]=[CH:31][CH:30]=3)[CH:19]=2)[C:10]=1[C:11]#[N:12])[C:2]1[CH:7]=[CH:6][CH:5]=[CH:4][CH:3]=1. (6) Given the product [C:1]1([C:18]2[CH:23]=[CH:22][CH:21]=[CH:20][CH:19]=2)[CH:6]=[CH:5][CH:4]=[C:3]([C:7]2[N:8]=[CH:9][C:10]([NH2:17])=[C:11]3[C:15]([C:24]#[N:25])=[CH:14][S:13][C:12]=23)[CH:2]=1, predict the reactants needed to synthesize it. The reactants are: [C:1]1([C:18]2[CH:23]=[CH:22][CH:21]=[CH:20][CH:19]=2)[CH:6]=[CH:5][CH:4]=[C:3]([C:7]2[N:8]=[CH:9][C:10]([NH2:17])=[C:11]3[C:15](Br)=[CH:14][S:13][C:12]=23)[CH:2]=1.[CH3:24][N:25](C=O)C. (7) Given the product [ClH:1].[ClH:1].[CH3:2][C@:3]([NH2:18])([C:12]1[CH:17]=[CH:16][CH:15]=[CH:14][CH:13]=1)[CH2:4][N:6]1[CH2:7][CH2:8][O:9][CH2:10][CH2:11]1, predict the reactants needed to synthesize it. The reactants are: [ClH:1].[CH3:2][C@:3]([NH2:18])([C:12]1[CH:17]=[CH:16][CH:15]=[CH:14][CH:13]=1)[C:4]([N:6]1[CH2:11][CH2:10][O:9][CH2:8][CH2:7]1)=O.CSC.B.